Dataset: Catalyst prediction with 721,799 reactions and 888 catalyst types from USPTO. Task: Predict which catalyst facilitates the given reaction. (1) Reactant: [C:1]1([CH3:19])[CH:6]=[C:5]([CH3:7])[CH:4]=[C:3]([CH3:8])[C:2]=1[C:9](=[O:18])[CH2:10][S:11][C:12]1[CH:17]=[CH:16][CH:15]=[CH:14][N:13]=1.C1C=C(Cl)C=C(C(OO)=[O:28])C=1. Product: [C:1]1([CH3:19])[CH:6]=[C:5]([CH3:7])[CH:4]=[C:3]([CH3:8])[C:2]=1[C:9](=[O:18])[CH2:10][S:11]([C:12]1[CH:17]=[CH:16][CH:15]=[CH:14][N:13]=1)=[O:28]. The catalyst class is: 2. (2) Reactant: [CH3:1][C:2]1[CH:7]=[CH:6][N:5]=[CH:4][C:3]=1[N:8]1[CH2:12][CH2:11][NH:10][C:9]1=[O:13].Br[C:15]1[CH:20]=[C:19]([Cl:21])[CH:18]=[CH:17][C:16]=1[F:22].N[C@@H]1CCCC[C@H]1N.P([O-])([O-])([O-])=O.[K+].[K+].[K+]. Product: [Cl:21][C:19]1[CH:18]=[CH:17][C:16]([F:22])=[C:15]([N:10]2[CH2:11][CH2:12][N:8]([C:3]3[CH:4]=[N:5][CH:6]=[CH:7][C:2]=3[CH3:1])[C:9]2=[O:13])[CH:20]=1. The catalyst class is: 246. (3) Reactant: [CH:1]1([CH2:5][C:6]2[N:7]=[C:8]([C:32]3[O:36][C:35]([CH2:37][C:38]([CH3:44])([CH3:43])[C:39]([O:41]C)=[O:40])=[N:34][N:33]=3)[S:9][C:10]=2[C:11]2[CH:16]=[CH:15][C:14]([S:17](=[O:27])(=[O:26])[NH:18][C@H:19]([CH2:24][CH3:25])[C:20]([F:23])([F:22])[F:21])=[C:13]([F:28])[C:12]=2[CH:29]([F:31])[F:30])[CH2:4][CH2:3][CH2:2]1.[Li+].[OH-].O. Product: [CH:1]1([CH2:5][C:6]2[N:7]=[C:8]([C:32]3[O:36][C:35]([CH2:37][C:38]([CH3:43])([CH3:44])[C:39]([OH:41])=[O:40])=[N:34][N:33]=3)[S:9][C:10]=2[C:11]2[CH:16]=[CH:15][C:14]([S:17](=[O:27])(=[O:26])[NH:18][C@H:19]([CH2:24][CH3:25])[C:20]([F:23])([F:22])[F:21])=[C:13]([F:28])[C:12]=2[CH:29]([F:30])[F:31])[CH2:4][CH2:3][CH2:2]1. The catalyst class is: 92. (4) Reactant: [C:1]([C:3]1[CH:8]=[CH:7][C:6]([CH:9]2[C:18]3[C:17](=[O:19])[CH2:16][CH2:15][CH2:14][C:13]=3[N:12]([C:20]3[CH:25]=[CH:24][CH:23]=[C:22]([C:26]([F:29])([F:28])[F:27])[CH:21]=3)[C:11](=[O:30])[N:10]2[C:31]([O:33]C2C=CC([N+]([O-])=O)=CC=2)=O)=[CH:5][CH:4]=1)#[N:2].[CH3:43][NH:44][CH3:45]. Product: [C:1]([C:3]1[CH:8]=[CH:7][C:6]([CH:9]2[C:18]3[C:17](=[O:19])[CH2:16][CH2:15][CH2:14][C:13]=3[N:12]([C:20]3[CH:25]=[CH:24][CH:23]=[C:22]([C:26]([F:27])([F:28])[F:29])[CH:21]=3)[C:11](=[O:30])[N:10]2[C:31]([N:44]([CH3:45])[CH3:43])=[O:33])=[CH:5][CH:4]=1)#[N:2]. The catalyst class is: 10. (5) Product: [CH:1]1([C:4]2[NH:8][N:7]=[C:6]([NH:9][C:10]3[C:15]([N+:16]([O-:18])=[O:17])=[CH:14][C:13]([F:19])=[C:12]([NH:31][C@H:29]([C:26]4[CH:27]=[CH:28][C:23]([F:22])=[CH:24][CH:25]=4)[CH3:30])[C:11]=3[F:21])[CH:5]=2)[CH2:2][CH2:3]1. Reactant: [CH:1]1([C:4]2[NH:8][N:7]=[C:6]([NH:9][C:10]3[C:15]([N+:16]([O-:18])=[O:17])=[CH:14][C:13]([F:19])=[C:12](F)[C:11]=3[F:21])[CH:5]=2)[CH2:3][CH2:2]1.[F:22][C:23]1[CH:28]=[CH:27][C:26]([C@@H:29]([NH2:31])[CH3:30])=[CH:25][CH:24]=1.CCN(C(C)C)C(C)C. The catalyst class is: 114. (6) Reactant: [NH2:1][C:2]1[CH:41]=[CH:40][C:5]([C:6]([C:8]2[N:12]([CH3:13])[C:11]([CH2:14][C:15]([N:17]([C:19]3[CH:24]=[CH:23][C:22]([Cl:25])=[C:21]([CH2:26][O:27][C:28]4[CH:29]=[CH:30][CH:31]=[C:32]5[C:37]=4[N:36]=[C:35]([CH3:38])[CH:34]=[CH:33]5)[C:20]=3[Cl:39])[CH3:18])=[O:16])=[CH:10][CH:9]=2)=[O:7])=[CH:4][CH:3]=1.C(N(C(C)C)CC)(C)C.[C:51](Cl)(=[O:53])[CH3:52]. Product: [C:51]([NH:1][C:2]1[CH:41]=[CH:40][C:5]([C:6]([C:8]2[N:12]([CH3:13])[C:11]([CH2:14][C:15]([N:17]([C:19]3[CH:24]=[CH:23][C:22]([Cl:25])=[C:21]([CH2:26][O:27][C:28]4[CH:29]=[CH:30][CH:31]=[C:32]5[C:37]=4[N:36]=[C:35]([CH3:38])[CH:34]=[CH:33]5)[C:20]=3[Cl:39])[CH3:18])=[O:16])=[CH:10][CH:9]=2)=[O:7])=[CH:4][CH:3]=1)(=[O:53])[CH3:52]. The catalyst class is: 10. (7) Reactant: C([O:4][CH2:5][C:6]1[C:7]([N:32]2[N:41]=[CH:40][C:39]3[C:34](=[C:35]([F:46])[CH:36]=[C:37]([C:42]([CH3:45])([CH3:44])[CH3:43])[CH:38]=3)[C:33]2=[O:47])=[N:8][CH:9]=[CH:10][C:11]=1[C:12]1[CH:17]=[C:16]([NH:18][C:19]2[CH:24]=[CH:23][C:22]([C:25]([C:28]#[N:29])([CH3:27])[CH3:26])=[CH:21][N:20]=2)[C:15](=[O:30])[N:14]([CH3:31])[CH:13]=1)(=O)C.[OH-].[Li+]. Product: [C:42]([C:37]1[CH:38]=[C:39]2[C:34](=[C:35]([F:46])[CH:36]=1)[C:33](=[O:47])[N:32]([C:7]1[C:6]([CH2:5][OH:4])=[C:11]([C:12]3[CH:17]=[C:16]([NH:18][C:19]4[N:20]=[CH:21][C:22]([C:25]([CH3:27])([CH3:26])[C:28]#[N:29])=[CH:23][CH:24]=4)[C:15](=[O:30])[N:14]([CH3:31])[CH:13]=3)[CH:10]=[CH:9][N:8]=1)[N:41]=[CH:40]2)([CH3:45])([CH3:43])[CH3:44]. The catalyst class is: 854.